From a dataset of Reaction yield outcomes from USPTO patents with 853,638 reactions. Predict the reaction yield, written as a fraction of the theoretical maximum amount of product (1.0 means a 100% yield; for example, 0.34 means a 34% yield). (1) The reactants are [F:1][C:2]1[CH:7]=[CH:6][CH:5]=[C:4]([F:8])[C:3]=1[N:9]1[C:14]2[N:15]=[C:16]([S:29][CH3:30])[N:17]=C(C3C=C(C=CC=3C)C(O)=O)[C:13]=2[CH2:12][NH:11][C:10]1=[O:31].C1C=C(Cl)C=C(C(OO)=[O:40])C=1.CCOC(C)=O.CCCCCC.[CH2:55]([Cl:57])Cl. No catalyst specified. The product is [Cl:57][C:55]1[N:17]=[C:16]([S:29]([CH3:30])=[O:40])[N:15]=[C:14]2[N:9]([C:3]3[C:2]([F:1])=[CH:7][CH:6]=[CH:5][C:4]=3[F:8])[C:10](=[O:31])[NH:11][CH2:12][C:13]=12. The yield is 0.880. (2) The reactants are [Li+].[OH-].C([O:5][C:6]([C:8]12[CH2:25][CH:24]1[CH:23]=[CH:22][CH2:21][CH2:20][CH2:19][CH2:18][N:17]([CH3:26])[C:16](=[O:27])[CH:15]1[CH:11]([CH2:12][CH:13]([O:28][C:29]3[C:38]4[C:33](=[C:34]([CH3:41])[C:35]([O:39][CH3:40])=[CH:36][CH:37]=4)[N:32]=[C:31]([C:42]4[CH:47]=[CH:46][CH:45]=[C:44]([CH3:48])[N:43]=4)[CH:30]=3)[CH2:14]1)[C:10](=[O:49])[NH:9]2)=[O:7])C.CO.C(O)(=O)C. The catalyst is C1COCC1.O. The product is [CH3:48][C:44]1[N:43]=[C:42]([C:31]2[CH:30]=[C:29]([O:28][CH:13]3[CH2:12][CH:11]4[CH:15]([C:16](=[O:27])[N:17]([CH3:26])[CH2:18][CH2:19][CH2:20][CH2:21][CH:22]=[CH:23][CH:24]5[C:8]([C:6]([OH:7])=[O:5])([NH:9][C:10]4=[O:49])[CH2:25]5)[CH2:14]3)[C:38]3[C:33](=[C:34]([CH3:41])[C:35]([O:39][CH3:40])=[CH:36][CH:37]=3)[N:32]=2)[CH:47]=[CH:46][CH:45]=1. The yield is 0.650. (3) The reactants are [CH:1]1([CH2:6][CH:7]([C:11]2[CH:16]=[CH:15][C:14]([Cl:17])=[C:13]([Cl:18])[CH:12]=2)[C:8]([OH:10])=O)[CH2:5][CH2:4][CH2:3][CH2:2]1.C1(N=C=NC2CCCCC2)CCCCC1.[NH2:34][C:35]1[N:36]=[N:37][CH:38]=[CH:39][N:40]=1. The catalyst is N1C=CC=CC=1. The product is [CH:1]1([CH2:6][CH:7]([C:11]2[CH:16]=[CH:15][C:14]([Cl:17])=[C:13]([Cl:18])[CH:12]=2)[C:8]([NH:34][C:35]2[N:36]=[N:37][CH:38]=[CH:39][N:40]=2)=[O:10])[CH2:2][CH2:3][CH2:4][CH2:5]1. The yield is 0.0800. (4) The reactants are [CH2:1]([O:5][C:6]1[CH:10]=[C:9]([CH2:11][CH2:12][S:13]([NH2:16])(=[O:15])=[O:14])[N:8]([CH2:17][C:18]2[CH:23]=[CH:22][C:21]([Cl:24])=[CH:20][C:19]=2[Cl:25])[N:7]=1)[CH2:2][CH2:3][CH3:4].C(N(CC)C(C)C)(C)C.Cl[C:36]([O:38][CH2:39][CH2:40][CH2:41][CH2:42][CH3:43])=[O:37]. The catalyst is CN(C)C1C=CN=CC=1.CN(C)C(=O)C. The product is [CH2:1]([O:5][C:6]1[CH:10]=[C:9]([CH2:11][CH2:12][S:13]([NH:16][C:36](=[O:37])[O:38][CH2:39][CH2:40][CH2:41][CH2:42][CH3:43])(=[O:14])=[O:15])[N:8]([CH2:17][C:18]2[CH:23]=[CH:22][C:21]([Cl:24])=[CH:20][C:19]=2[Cl:25])[N:7]=1)[CH2:2][CH2:3][CH3:4]. The yield is 0.650. (5) The reactants are [C:1]([O:5][C:6]([N:8]1[CH2:12][CH2:11][CH2:10][C@H:9]1[CH2:13][OH:14])=[O:7])([CH3:4])([CH3:3])[CH3:2].[Br:15][C:16]1[CH:17]=[C:18](O)[CH:19]=[N:20][CH:21]=1.C1C=CC(P(C2C=CC=CC=2)C2C=CC=CC=2)=CC=1.N(C(OCC)=O)=NC(OCC)=O. The catalyst is C1COCC1. The product is [Br:15][C:16]1[CH:21]=[N:20][CH:19]=[C:18]([O:14][CH2:13][C@@H:9]2[CH2:10][CH2:11][CH2:12][N:8]2[C:6]([O:5][C:1]([CH3:4])([CH3:3])[CH3:2])=[O:7])[CH:17]=1. The yield is 0.860. (6) The reactants are [Br:1][C:2]1[CH:7]=[CH:6][C:5]([C:8]2[NH:12][CH:11]=[N:10][N:9]=2)=[CH:4][CH:3]=1.[O:13]1[CH:18]=[CH:17][CH2:16][CH2:15][CH2:14]1.CS(O)(=O)=O. The catalyst is O1CCCC1. The product is [Br:1][C:2]1[CH:3]=[CH:4][C:5]([C:8]2[N:12]([CH:14]3[CH2:15][CH2:16][CH2:17][CH2:18][O:13]3)[CH:11]=[N:10][N:9]=2)=[CH:6][CH:7]=1. The yield is 0.700. (7) The reactants are [CH2:1]([O:8][C:9]1[C:17]([F:18])=[CH:16][C:15]([Br:19])=[C:14]2[C:10]=1[CH:11]=[CH:12][NH:13]2)[C:2]1[CH:7]=[CH:6][CH:5]=[CH:4][CH:3]=1.[OH-].[K+].[CH3:22]I.O. The catalyst is CN(C=O)C. The product is [CH2:1]([O:8][C:9]1[C:17]([F:18])=[CH:16][C:15]([Br:19])=[C:14]2[C:10]=1[CH:11]=[CH:12][N:13]2[CH3:22])[C:2]1[CH:3]=[CH:4][CH:5]=[CH:6][CH:7]=1. The yield is 0.900.